This data is from Catalyst prediction with 721,799 reactions and 888 catalyst types from USPTO. The task is: Predict which catalyst facilitates the given reaction. (1) Reactant: [CH3:1][C:2]1[S:27][C:5]2[C:6]3[C:11]([C:12]([O:14]CC)=[O:13])=[N:10][N:9]([C:17]4[CH:22]=[CH:21][C:20]([CH3:23])=[CH:19][CH:18]=4)[C:8](=[O:24])[C:7]=3[N:25]([CH3:26])[C:4]=2[CH:3]=1.[OH-].[Na+]. Product: [CH3:1][C:2]1[S:27][C:5]2[C:6]3[C:11]([C:12]([OH:14])=[O:13])=[N:10][N:9]([C:17]4[CH:18]=[CH:19][C:20]([CH3:23])=[CH:21][CH:22]=4)[C:8](=[O:24])[C:7]=3[N:25]([CH3:26])[C:4]=2[CH:3]=1. The catalyst class is: 20. (2) Reactant: N1C=CC=CC=1.[S:7]([O:11]C)([O:9]C)=[O:8].[CH3:13]OS([O-])=O.[CH3:18][N+:19]1[CH:24]=[CH:23][CH:22]=[CH:21][CH:20]=1.[F:25][B-:26]([F:29])([F:28])[F:27].[H+]. Product: [F:25][B-:26]([F:29])([F:28])[F:27].[CH3:18][N+:19]1[CH:24]=[CH:23][CH:22]=[CH:21][CH:20]=1.[CH3:13][S:7]([O-:11])(=[O:9])=[O:8].[CH3:18][N+:19]1[CH:24]=[CH:23][CH:22]=[CH:21][CH:20]=1. The catalyst class is: 11. (3) Reactant: [Cl-].CS(C)=O.[F:6][C:7]([F:14])([F:13])[C@H:8]([CH3:12])[CH2:9][CH2:10][OH:11].CCN(CC)CC.Cl. Product: [F:6][C:7]([F:14])([F:13])[C@H:8]([CH3:12])[CH2:9][CH:10]=[O:11]. The catalyst class is: 2.